This data is from Reaction yield outcomes from USPTO patents with 853,638 reactions. The task is: Predict the reaction yield, written as a fraction of the theoretical maximum amount of product (1.0 means a 100% yield; for example, 0.34 means a 34% yield). (1) The reactants are Br[C:2]1[C:7](=[O:8])[N:6]([CH2:9][C:10]([NH:12][CH2:13][C:14]2[CH:19]=[CH:18][N:17]=[CH:16][CH:15]=2)=[O:11])[N:5]=[C:4]([N+:20]([O-])=O)[C:3]=1[NH:23][C@@H:24]1[CH2:29][C@@H:28]2[CH2:30][C@@H:26]([C:27]2([CH3:32])[CH3:31])[C@H:25]1[CH3:33].[H][H]. The catalyst is CO.[C].[Pd]. The product is [NH2:20][C:4]1[C:3]([NH:23][C@@H:24]2[CH2:29][C@@H:28]3[CH2:30][C@@H:26]([C:27]3([CH3:31])[CH3:32])[C@H:25]2[CH3:33])=[CH:2][C:7](=[O:8])[N:6]([CH2:9][C:10]([NH:12][CH2:13][C:14]2[CH:15]=[CH:16][N:17]=[CH:18][CH:19]=2)=[O:11])[N:5]=1. The yield is 0.170. (2) The reactants are C(OC(=O)[N:7]([C:19]1[CH:24]=[CH:23][C:22]([CH:25]([C:27]2[C:35]3[C:30](=[N:31][CH:32]=[C:33]([O:36][CH3:37])[CH:34]=3)[N:29]([S:38]([C:41]3[CH:46]=[CH:45][CH:44]=[CH:43][CH:42]=3)(=[O:40])=[O:39])[CH:28]=2)O)=[C:21]([F:47])[N:20]=1)[CH2:8][C:9]1[CH:10]=[N:11][C:12]([C:15]([F:18])([F:17])[F:16])=[CH:13][CH:14]=1)(C)(C)C.C([SiH](CC)CC)C.FC(F)(F)C(O)=O.C(=O)([O-])[O-].[K+].[K+]. The catalyst is C(#N)C. The product is [C:41]1([S:38]([N:29]2[C:30]3=[N:31][CH:32]=[C:33]([O:36][CH3:37])[CH:34]=[C:35]3[C:27]([CH2:25][C:22]3[CH:23]=[CH:24][C:19]([NH:7][CH2:8][C:9]4[CH:10]=[N:11][C:12]([C:15]([F:16])([F:17])[F:18])=[CH:13][CH:14]=4)=[N:20][C:21]=3[F:47])=[CH:28]2)(=[O:39])=[O:40])[CH:42]=[CH:43][CH:44]=[CH:45][CH:46]=1. The yield is 1.00. (3) The reactants are COP([CH2:7][C:8](=[O:16])[C:9]([F:15])([F:14])[CH2:10][CH2:11][CH2:12][CH3:13])(=O)OC.O.[OH-].[Li+].[C:20]([O:23][C@@H:24]1[C@H:28]([CH2:29][CH2:30][CH2:31][CH2:32][CH2:33][CH2:34][C:35]([O:37][CH3:38])=[O:36])[C@@H:27]([CH:39]=O)[C@H:26]([O:41][CH:42]2[CH2:47][CH2:46][CH2:45][CH2:44][O:43]2)[CH2:25]1)(=[O:22])[CH3:21]. The catalyst is O1CCCC1. The product is [C:20]([O:23][C@@H:24]1[C@H:28]([CH2:29][CH2:30][CH2:31][CH2:32][CH2:33][CH2:34][C:35]([O:37][CH3:38])=[O:36])[C@@H:27](/[CH:39]=[CH:7]/[C:8](=[O:16])[C:9]([F:14])([F:15])[CH2:10][CH2:11][CH2:12][CH3:13])[C@H:26]([O:41][CH:42]2[CH2:47][CH2:46][CH2:45][CH2:44][O:43]2)[CH2:25]1)(=[O:22])[CH3:21]. The yield is 0.404. (4) The reactants are [CH3:1][O:2][C:3]1[CH:30]=[CH:29][C:6]([CH2:7][S:8][C:9]2[C:10](F)=[C:11]([F:27])[C:12]([NH:19][C:20]3[CH:25]=[CH:24][CH:23]=[CH:22][C:21]=3[F:26])=[C:13]([CH:18]=2)[C:14]([O:16][CH3:17])=[O:15])=[CH:5][CH:4]=1.[N-:31]=[N+:32]=[N-:33].[Na+].O. The catalyst is CN(C=O)C. The product is [N:31]([C:10]1[C:9]([S:8][CH2:7][C:6]2[CH:29]=[CH:30][C:3]([O:2][CH3:1])=[CH:4][CH:5]=2)=[CH:18][C:13]([C:14]([O:16][CH3:17])=[O:15])=[C:12]([NH:19][C:20]2[CH:25]=[CH:24][CH:23]=[CH:22][C:21]=2[F:26])[C:11]=1[F:27])=[N+:32]=[N-:33]. The yield is 0.780. (5) The reactants are [CH2:1]=[C:2]1[CH2:7][CH2:6][CH:5]([CH2:8][CH2:9][O:10][CH2:11][C:12]2[CH:17]=[CH:16][CH:15]=[CH:14][CH:13]=2)[CH2:4][CH2:3]1.[OH-:18].[Na+].OO. The catalyst is C1COCC1. The product is [CH2:11]([O:10][CH2:9][CH2:8][C@H:5]1[CH2:6][CH2:7][C@H:2]([CH2:1][OH:18])[CH2:3][CH2:4]1)[C:12]1[CH:13]=[CH:14][CH:15]=[CH:16][CH:17]=1. The yield is 0.680. (6) The reactants are CO[CH:3]1[CH2:7][CH2:6][CH:5](OC)O1.[NH2:10][C:11]1[CH:12]=[C:13]([C:21]([O:23][CH3:24])=[O:22])[CH:14]=[C:15]([CH:20]=1)[C:16]([O:18][CH3:19])=[O:17]. The catalyst is C(O)(=O)C. The product is [N:10]1([C:11]2[CH:20]=[C:15]([C:16]([O:18][CH3:19])=[O:17])[CH:14]=[C:13]([CH:12]=2)[C:21]([O:23][CH3:24])=[O:22])[CH:3]=[CH:7][CH:6]=[CH:5]1. The yield is 0.230.